Dataset: Catalyst prediction with 721,799 reactions and 888 catalyst types from USPTO. Task: Predict which catalyst facilitates the given reaction. (1) Reactant: [C:1]1(P(C2C=CC=CC=2)C2C=CC=CC=2)[CH:6]=CC=C[CH:2]=1.C(O)(C)C.N(C(OCC)=O)=NC(OCC)=O.[Br:36][C:37]1[CH:38]=[C:39]2[C:44](=[C:45]([OH:47])[CH:46]=1)[N:43]=[C:42]([Cl:48])[N:41]=[CH:40]2. Product: [Br:36][C:37]1[CH:38]=[C:39]2[C:44](=[C:45]([O:47][CH:1]([CH3:6])[CH3:2])[CH:46]=1)[N:43]=[C:42]([Cl:48])[N:41]=[CH:40]2. The catalyst class is: 7. (2) Reactant: CC(OC([NH:8][C@@H:9]([C:13]([OH:15])=O)[C@@H:10]([CH3:12])[OH:11])=O)(C)C.C(N1CCOCC1)C.C1C=CC2N(O)N=NC=2C=1.C(Cl)CCl.Cl.[CH3:39][CH:40]([O:42][C:43]1[CH:50]=[CH:49][C:48]([C:51]2[O:55][N:54]=[C:53]([C:56]3[C:57]([CH3:66])=[C:58]4[C:63](=[CH:64][CH:65]=3)[CH2:62][NH:61][CH2:60][CH2:59]4)[N:52]=2)=[CH:47][C:44]=1[C:45]#[N:46])[CH3:41].FC(F)(F)C(O)=O. Product: [NH2:8][C@@H:9]([C:13]([N:61]1[CH2:60][CH2:59][C:58]2[C:63](=[CH:64][CH:65]=[C:56]([C:53]3[N:52]=[C:51]([C:48]4[CH:49]=[CH:50][C:43]([O:42][CH:40]([CH3:41])[CH3:39])=[C:44]([CH:47]=4)[C:45]#[N:46])[O:55][N:54]=3)[C:57]=2[CH3:66])[CH2:62]1)=[O:15])[C@@H:10]([CH3:12])[OH:11]. The catalyst class is: 3. (3) Reactant: [CH2:1]([O:8][C:9]([NH:11][C@H:12]1[CH2:15][C@@H:14]([C:16]([OH:18])=O)[C:13]1([CH3:20])[CH3:19])=[O:10])[C:2]1[CH:7]=[CH:6][CH:5]=[CH:4][CH:3]=1.[CH:21]1[CH:22]=[CH:23][C:24]2N(O)N=[N:27][C:25]=2C=1.C(C1CCN([C:39]([O-:41])=[O:40])CC1)C.[CH3:42][CH2:43]N(CC)CC. Product: [CH2:1]([O:8][C:9]([NH:11][C@H:12]1[CH2:15][C@@H:14]([C:16]([N:27]2[CH2:21][CH2:22][CH:23]([C:39]([O:41][CH2:42][CH3:43])=[O:40])[CH2:24][CH2:25]2)=[O:18])[C:13]1([CH3:20])[CH3:19])=[O:10])[C:2]1[CH:3]=[CH:4][CH:5]=[CH:6][CH:7]=1. The catalyst class is: 2. (4) Reactant: [CH:1]1([NH:4][C:5]([C:7]2[CH:8]=[C:9]([C:15]3[CH:20]=[CH:19][C:18]([C:21]([NH:23][CH2:24][C:25]([CH3:28])([CH3:27])[CH3:26])=[O:22])=[CH:17][C:16]=3[CH:29]=[O:30])[C:10]([CH3:14])=[C:11]([F:13])[CH:12]=2)=[O:6])[CH2:3][CH2:2]1.[O-:31][Mn](=O)(=O)=O.[K+]. The catalyst class is: 95. Product: [CH:1]1([NH:4][C:5]([C:7]2[CH:12]=[C:11]([F:13])[C:10]([CH3:14])=[C:9]([C:15]3[C:16]([C:29]([OH:31])=[O:30])=[CH:17][C:18]([C:21]([NH:23][CH2:24][C:25]([CH3:27])([CH3:26])[CH3:28])=[O:22])=[CH:19][CH:20]=3)[CH:8]=2)=[O:6])[CH2:3][CH2:2]1. (5) Reactant: [CH3:1][C:2](/[CH:9]=[CH:10]/[C:11]1[CH:16]=[CH:15][C:14]([C:17]([F:20])([F:19])[F:18])=[CH:13][CH:12]=1)=[CH:3][C:4](OCC)=[O:5].[H-].C([Al+]CC(C)C)C(C)C.C1(C)C=CC=CC=1. Product: [CH3:1]/[C:2](/[CH:9]=[CH:10]/[C:11]1[CH:12]=[CH:13][C:14]([C:17]([F:18])([F:19])[F:20])=[CH:15][CH:16]=1)=[CH:3]\[CH2:4][OH:5]. The catalyst class is: 11.